Dataset: Full USPTO retrosynthesis dataset with 1.9M reactions from patents (1976-2016). Task: Predict the reactants needed to synthesize the given product. Given the product [CH3:36][C:27]1[CH:26]=[C:25]([CH2:24][O:7][C:5]2[N:4]([C:8]3[CH:9]=[CH:10][C:11]([N+:14]([O-:16])=[O:15])=[CH:12][CH:13]=3)[N:3]=[C:2]([CH3:1])[CH:6]=2)[N:29]([C:30]2[CH:35]=[CH:34][CH:33]=[CH:32][CH:31]=2)[N:28]=1, predict the reactants needed to synthesize it. The reactants are: [CH3:1][C:2]1[CH2:6][C:5](=[O:7])[N:4]([C:8]2[CH:13]=[CH:12][C:11]([N+:14]([O-:16])=[O:15])=[CH:10][CH:9]=2)[N:3]=1.C(=O)([O-])[O-].[Cs+].[Cs+].Br[CH2:24][C:25]1[N:29]([C:30]2[CH:35]=[CH:34][CH:33]=[CH:32][CH:31]=2)[N:28]=[C:27]([CH3:36])[CH:26]=1.CC1C=C(CO)N(C2C=CC=CC=2)N=1.